This data is from Catalyst prediction with 721,799 reactions and 888 catalyst types from USPTO. The task is: Predict which catalyst facilitates the given reaction. Reactant: C(OC([N:8]1[C@H:12]([CH2:13][CH2:14][S:15][CH2:16][CH3:17])[CH:11]([C:18]([OH:20])=[O:19])[O:10]C1(C)C)=O)(C)(C)C.C(=O)([O-])[O-].[Cs+].[Cs+].[C:29]([O:35][CH2:36]Cl)(=[O:34])[C:30]([CH3:33])([CH3:32])[CH3:31]. Product: [NH2:8][C@H:12]([CH2:13][CH2:14][S:15][CH2:16][CH3:17])[CH:11]([OH:10])[C:18]([O:20][CH2:36][O:35][C:29](=[O:34])[C:30]([CH3:33])([CH3:32])[CH3:31])=[O:19]. The catalyst class is: 39.